The task is: Predict the reactants needed to synthesize the given product.. This data is from Full USPTO retrosynthesis dataset with 1.9M reactions from patents (1976-2016). (1) The reactants are: F[C:2]1[CH:9]=[CH:8][CH:7]=[CH:6][C:3]=1[C:4]#[N:5].[NH:10]1[CH:14]=[CH:13][CH:12]=[N:11]1.C(=O)([O-])[O-].[K+].[K+]. Given the product [N:10]1([C:2]2[CH:9]=[CH:8][CH:7]=[CH:6][C:3]=2[C:4]#[N:5])[CH:14]=[CH:13][CH:12]=[N:11]1, predict the reactants needed to synthesize it. (2) Given the product [CH3:44][O:43][C:41](=[O:40])[CH2:42][C:5]1[CH:4]=[CH:3][C:2]([Cl:1])=[C:11]2[C:6]=1[C:7]([CH3:24])=[C:8]([CH2:13][C:14]1[CH:19]=[CH:18][C:17]([S:20]([CH3:23])(=[O:22])=[O:21])=[CH:16][CH:15]=1)[C:9]([CH3:12])=[N:10]2, predict the reactants needed to synthesize it. The reactants are: [Cl:1][C:2]1[CH:3]=[CH:4][C:5](OS(C(F)(F)F)(=O)=O)=[C:6]2[C:11]=1[N:10]=[C:9]([CH3:12])[C:8]([CH2:13][C:14]1[CH:19]=[CH:18][C:17]([S:20]([CH3:23])(=[O:22])=[O:21])=[CH:16][CH:15]=1)=[C:7]2[CH3:24].[Si]([O:40][C:41]([O:43][CH3:44])=[CH2:42])(C(C)(C)C)(C)C.C([O-])(=O)C.[Na+]. (3) Given the product [NH2:14][C:10]1[CH:11]=[CH:12][CH:13]=[C:8]([N:5]2[CH2:4][CH2:3][N:2]([CH3:1])[CH2:7][CH2:6]2)[C:9]=1[C:17](=[O:19])[CH3:18], predict the reactants needed to synthesize it. The reactants are: [CH3:1][N:2]1[CH2:7][CH2:6][N:5]([C:8]2[CH:13]=[CH:12][CH:11]=[C:10]([N+:14]([O-])=O)[C:9]=2[C:17](=[O:19])[CH3:18])[CH2:4][CH2:3]1.C1CCCCC=1.C1COCC1.O. (4) Given the product [CH3:1][CH:2]([CH2:4][CH:5]=[CH:6][C@H:7]([C@@H:9]1[C@:26]2([CH3:27])[C@H:12]([C@H:13]3[C@H:23]([CH2:24][CH2:25]2)[C@:21]2([CH3:22])[C:16](=[CH:17][C:18](=[N:30][OH:31])[CH2:19][CH2:20]2)[CH2:15][CH2:14]3)[CH2:11][CH2:10]1)[CH3:8])[CH3:3], predict the reactants needed to synthesize it. The reactants are: [CH3:1][CH:2]([CH2:4][CH:5]=[CH:6][C@H:7]([C@@H:9]1[C@:26]2([CH3:27])[C@H:12]([C@H:13]3[C@H:23]([CH2:24][CH2:25]2)[C@:21]2([CH3:22])[C:16](=[CH:17][C:18](=O)[CH2:19][CH2:20]2)[CH2:15][CH2:14]3)[CH2:11][CH2:10]1)[CH3:8])[CH3:3].Cl.[NH2:30][OH:31]. (5) Given the product [CH2:24]([O:23][C:13](=[O:22])[CH:14]=[C:15]([C:2]1[CH:10]=[C:9]([O:11][CH3:12])[CH:8]=[C:7]2[C:3]=1[CH:4]=[CH:5][NH:6]2)[C:16]1[CH:21]=[CH:20][CH:19]=[CH:18][CH:17]=1)[CH3:25], predict the reactants needed to synthesize it. The reactants are: Br[C:2]1[CH:10]=[C:9]([O:11][CH3:12])[CH:8]=[C:7]2[C:3]=1[CH:4]=[CH:5][NH:6]2.[C:13]([O:23][CH2:24][CH3:25])(=[O:22])[CH:14]=[CH:15][C:16]1[CH:21]=[CH:20][CH:19]=[CH:18][CH:17]=1.